The task is: Predict the reactants needed to synthesize the given product.. This data is from Full USPTO retrosynthesis dataset with 1.9M reactions from patents (1976-2016). The reactants are: [Br:1][C:2](C)(C)[C:3](=O)[CH2:4][C:5]([NH:7][C:8]1[CH:13]=[CH:12][C:11]([F:14])=[C:10]([F:15])[CH:9]=1)=[O:6].S(=O)(=O)(O)O. Given the product [Br:1][CH2:2][C:3]1[C:13]2[C:8](=[CH:9][C:10]([F:15])=[C:11]([F:14])[CH:12]=2)[NH:7][C:5](=[O:6])[CH:4]=1, predict the reactants needed to synthesize it.